This data is from NCI-60 drug combinations with 297,098 pairs across 59 cell lines. The task is: Regression. Given two drug SMILES strings and cell line genomic features, predict the synergy score measuring deviation from expected non-interaction effect. Drug 1: CS(=O)(=O)C1=CC(=C(C=C1)C(=O)NC2=CC(=C(C=C2)Cl)C3=CC=CC=N3)Cl. Drug 2: CC(C)(C#N)C1=CC(=CC(=C1)CN2C=NC=N2)C(C)(C)C#N. Cell line: M14. Synergy scores: CSS=-2.10, Synergy_ZIP=4.09, Synergy_Bliss=4.69, Synergy_Loewe=2.31, Synergy_HSA=1.02.